Dataset: Full USPTO retrosynthesis dataset with 1.9M reactions from patents (1976-2016). Task: Predict the reactants needed to synthesize the given product. (1) Given the product [Br-:10].[CH2:16]([N+:3]1[C:2]([Cl:1])=[C:6]([Cl:7])[N:5]([C:18]2([CH2:17][CH3:16])[CH:27]=[CH:26][C:25]3[C:20](=[CH:21][CH:22]=[CH:23][CH:24]=3)[CH2:19]2)[CH:4]=1)[CH2:17][CH2:18][CH2:19][CH2:20][CH2:21][CH2:22][CH2:23][CH2:11][CH3:12], predict the reactants needed to synthesize it. The reactants are: [Cl:1][C:2]1[N:3]=[CH:4][NH:5][C:6]=1[Cl:7].[OH-].[K+].[Br:10][CH2:11][CH3:12].[K+].[Br-].Br[CH2:16][CH2:17][C:18]1[CH:27]=[CH:26][C:25]2[C:20](=[CH:21][CH:22]=[CH:23][CH:24]=2)[CH:19]=1. (2) Given the product [CH3:36][N:37]1[C:38]2[CH:45]=[CH:44][CH:43]=[CH:42][C:39]=2[N:40]=[C:2]1[CH2:1][O:8][C:9]1[CH:10]=[CH:11][C:12]([C:15](=[O:23])[CH2:16][C:17]2[CH:18]=[CH:19][N:20]=[CH:21][CH:22]=2)=[CH:13][CH:14]=1, predict the reactants needed to synthesize it. The reactants are: [CH2:1]([O:8][C:9]1[CH:14]=[CH:13][C:12]([C:15](=[O:23])[CH2:16][C:17]2[CH:22]=[CH:21][N:20]=[CH:19][CH:18]=2)=[CH:11][CH:10]=1)[C:2]1C=CC=CC=1.CON(C)C(=O)C1C=CC(OC[C:36]2[N:40](C)[C:39]3[CH:42]=[CH:43][CH:44]=[CH:45][C:38]=3[N:37]=2)=CC=1. (3) The reactants are: [C:1]([C:5]1[CH:23]=[CH:22][C:8]([C:9]([NH:11][C:12]2[N:13]=[C:14]3[CH:19]=[CH:18][C:17](Cl)=[N:16][N:15]3[CH:21]=2)=[O:10])=[CH:7][CH:6]=1)([CH3:4])([CH3:3])[CH3:2].[O:24]1[CH:28]=[CH:27][C:26](B(O)O)=[CH:25]1. Given the product [CH:9]([OH:10])=[O:24].[C:1]([C:5]1[CH:23]=[CH:22][C:8]([C:9]([NH:11][C:12]2[N:13]=[C:14]3[CH:19]=[CH:18][C:17]([C:26]4[CH:27]=[CH:28][O:24][CH:25]=4)=[N:16][N:15]3[CH:21]=2)=[O:10])=[CH:7][CH:6]=1)([CH3:4])([CH3:3])[CH3:2], predict the reactants needed to synthesize it. (4) Given the product [CH3:19][C@H:18]1[NH:33][C:10](=[O:11])[CH:9]([NH:8][C:6](=[O:7])[O:5][C:1]([CH3:4])([CH3:3])[CH3:2])[CH2:16][C@H:17]1[C:21]1[C:26]([F:27])=[CH:25][CH:24]=[C:23]([F:28])[C:22]=1[F:29], predict the reactants needed to synthesize it. The reactants are: [C:1]([O:5][C:6]([NH:8][CH:9]([CH2:16][CH:17]([C:21]1[C:26]([F:27])=[CH:25][CH:24]=[C:23]([F:28])[C:22]=1[F:29])[C:18](=O)[CH3:19])[C:10](OC(C)C)=[O:11])=[O:7])([CH3:4])([CH3:3])[CH3:2].C([NH2:33])(C)C.